From a dataset of Forward reaction prediction with 1.9M reactions from USPTO patents (1976-2016). Predict the product of the given reaction. (1) Given the reactants [C:1]([OH:12])(=O)[CH2:2][CH2:3][CH2:4][CH2:5][CH2:6][CH2:7][C:8]([OH:10])=[O:9].[NH2:13][C:14]1[CH:19]=[CH:18][CH:17]=[CH:16][CH:15]=1.[OH-].[K+], predict the reaction product. The product is: [C:8]([OH:10])(=[O:9])[CH2:7][CH2:6][CH2:5][CH2:4][CH2:3][CH2:2][C:1]([NH:13][C:14]1[CH:19]=[CH:18][CH:17]=[CH:16][CH:15]=1)=[O:12]. (2) Given the reactants [CH2:1]([N:8]([CH2:24][C:25]1[CH:30]=[CH:29][CH:28]=[CH:27][CH:26]=1)[C@@H:9]([CH2:13][C:14]1[CH:19]=[CH:18][C:17]([C:20]([F:23])([F:22])[F:21])=[CH:16][CH:15]=1)[C:10](=[O:12])[CH3:11])[C:2]1[CH:7]=[CH:6][CH:5]=[CH:4][CH:3]=1.CO.C1COCC1.[BH4-].[Na+], predict the reaction product. The product is: [CH2:24]([N:8]([CH2:1][C:2]1[CH:3]=[CH:4][CH:5]=[CH:6][CH:7]=1)[C@@H:9]([CH2:13][C:14]1[CH:19]=[CH:18][C:17]([C:20]([F:23])([F:22])[F:21])=[CH:16][CH:15]=1)[C@@H:10]([OH:12])[CH3:11])[C:25]1[CH:30]=[CH:29][CH:28]=[CH:27][CH:26]=1. (3) Given the reactants Cl[C:2]1[N:11]=[C:10]([NH:12][CH2:13][CH:14]([C:21]2[CH:26]=[CH:25][CH:24]=[CH:23][CH:22]=2)[C:15]2[CH:20]=[CH:19][CH:18]=[CH:17][CH:16]=2)[C:9]2[C:4](=[CH:5][CH:6]=[CH:7][CH:8]=2)[N:3]=1.[CH3:27][C:28]1[C:33](B(O)O)=[CH:32][N:31]2[CH:37]=[CH:38][N:39]=[C:30]2[CH:29]=1.N1C=CN2C=C(C3N=C(NCC(C4C=CC=CC=4)C4NC=CC=4)C4C(=CC=CC=4)N=3)C=CC=12, predict the reaction product. The product is: [C:15]1([CH:14]([C:21]2[CH:26]=[CH:25][CH:24]=[CH:23][CH:22]=2)[CH2:13][NH:12][C:10]2[C:9]3[C:4](=[CH:5][CH:6]=[CH:7][CH:8]=3)[N:3]=[C:2]([C:33]3[C:28]([CH3:27])=[CH:29][C:30]4[N:31]([CH:37]=[CH:38][N:39]=4)[CH:32]=3)[N:11]=2)[CH:20]=[CH:19][CH:18]=[CH:17][CH:16]=1. (4) Given the reactants [CH2:1]([O:3][C:4]1[N:9]=[CH:8][C:7]([NH:10][C:11](=[O:39])[CH2:12][C:13]2[CH:18]=[CH:17][C:16]([C:19]3[CH:20]=[N:21][C:22]([O:28]CC4C=CC(OC)=CC=4)=[C:23]([O:25][CH2:26][CH3:27])[CH:24]=3)=[CH:15][C:14]=2[F:38])=[CH:6][C:5]=1[C:40]([F:43])([F:42])[F:41])[CH3:2].C(O)(C(F)(F)F)=O.[OH-].[Na+].C(Cl)[Cl:54], predict the reaction product. The product is: [ClH:54].[CH2:1]([O:3][C:4]1[N:9]=[CH:8][C:7]([NH:10][C:11](=[O:39])[CH2:12][C:13]2[CH:18]=[CH:17][C:16]([C:19]3[CH:24]=[C:23]([O:25][CH2:26][CH3:27])[C:22](=[O:28])[NH:21][CH:20]=3)=[CH:15][C:14]=2[F:38])=[CH:6][C:5]=1[C:40]([F:41])([F:43])[F:42])[CH3:2].